Task: Predict the reactants needed to synthesize the given product.. Dataset: Full USPTO retrosynthesis dataset with 1.9M reactions from patents (1976-2016) Given the product [CH2:1]([NH:3][C:4]([N:28]1[CH2:29][CH2:30][CH:25]([C:20]2[C:19]3[C:23](=[CH:24][C:16]([C:14]4[CH:15]=[C:10]([C:9]([NH:8][CH2:6][CH3:7])=[O:33])[CH:11]=[C:12]([F:32])[C:13]=4[CH3:31])=[CH:17][CH:18]=3)[NH:22][N:21]=2)[CH2:26][CH2:27]1)=[O:5])[CH3:2], predict the reactants needed to synthesize it. The reactants are: [CH2:1]([N:3]=[C:4]=[O:5])[CH3:2].[CH2:6]([NH:8][C:9](=[O:33])[C:10]1[CH:15]=[C:14]([C:16]2[CH:24]=[C:23]3[C:19]([C:20]([CH:25]4[CH2:30][CH2:29][NH:28][CH2:27][CH2:26]4)=[N:21][NH:22]3)=[CH:18][CH:17]=2)[C:13]([CH3:31])=[C:12]([F:32])[CH:11]=1)[CH3:7].